This data is from NCI-60 drug combinations with 297,098 pairs across 59 cell lines. The task is: Regression. Given two drug SMILES strings and cell line genomic features, predict the synergy score measuring deviation from expected non-interaction effect. (1) Drug 1: COC1=C(C=C2C(=C1)N=CN=C2NC3=CC(=C(C=C3)F)Cl)OCCCN4CCOCC4. Drug 2: CCCCCOC(=O)NC1=NC(=O)N(C=C1F)C2C(C(C(O2)C)O)O. Cell line: PC-3. Synergy scores: CSS=15.2, Synergy_ZIP=-3.96, Synergy_Bliss=-0.581, Synergy_Loewe=-23.8, Synergy_HSA=-0.218. (2) Drug 1: CN(C)C1=NC(=NC(=N1)N(C)C)N(C)C. Drug 2: C1C(C(OC1N2C=NC3=C(N=C(N=C32)Cl)N)CO)O. Cell line: MALME-3M. Synergy scores: CSS=-1.12, Synergy_ZIP=1.29, Synergy_Bliss=2.41, Synergy_Loewe=-10.7, Synergy_HSA=-3.47. (3) Drug 1: CCCCCOC(=O)NC1=NC(=O)N(C=C1F)C2C(C(C(O2)C)O)O. Drug 2: C1C(C(OC1N2C=NC3=C2NC=NCC3O)CO)O. Cell line: NCI-H460. Synergy scores: CSS=-6.13, Synergy_ZIP=4.81, Synergy_Bliss=4.34, Synergy_Loewe=-4.94, Synergy_HSA=-3.19. (4) Drug 1: CC1=C2C(C(=O)C3(C(CC4C(C3C(C(C2(C)C)(CC1OC(=O)C(C(C5=CC=CC=C5)NC(=O)OC(C)(C)C)O)O)OC(=O)C6=CC=CC=C6)(CO4)OC(=O)C)OC)C)OC. Drug 2: C1=C(C(=O)NC(=O)N1)F. Cell line: SNB-75. Synergy scores: CSS=39.7, Synergy_ZIP=-0.835, Synergy_Bliss=0.483, Synergy_Loewe=1.03, Synergy_HSA=4.31. (5) Drug 2: C(=O)(N)NO. Drug 1: C1=NC2=C(N1)C(=S)N=C(N2)N. Cell line: RPMI-8226. Synergy scores: CSS=41.0, Synergy_ZIP=-8.59, Synergy_Bliss=-5.37, Synergy_Loewe=-25.8, Synergy_HSA=-4.29. (6) Drug 1: CS(=O)(=O)OCCCCOS(=O)(=O)C. Drug 2: B(C(CC(C)C)NC(=O)C(CC1=CC=CC=C1)NC(=O)C2=NC=CN=C2)(O)O. Cell line: NCI-H322M. Synergy scores: CSS=11.9, Synergy_ZIP=-4.01, Synergy_Bliss=2.33, Synergy_Loewe=-26.3, Synergy_HSA=-1.84. (7) Drug 1: CC(C)NC(=O)C1=CC=C(C=C1)CNNC.Cl. Drug 2: C(CCl)NC(=O)N(CCCl)N=O. Cell line: NCI-H460. Synergy scores: CSS=3.61, Synergy_ZIP=-0.758, Synergy_Bliss=2.57, Synergy_Loewe=1.48, Synergy_HSA=1.68.